From a dataset of Catalyst prediction with 721,799 reactions and 888 catalyst types from USPTO. Predict which catalyst facilitates the given reaction. (1) Reactant: [H-].[Na+].[Cl:3][C:4]1[CH:12]=[C:11]2[C:7]([C:8]([I:13])=[N:9][NH:10]2)=[CH:6][C:5]=1[C:14]([O:16][CH3:17])=[O:15].Cl[C:19]([C:32]1[CH:37]=[CH:36][CH:35]=[CH:34][CH:33]=1)([C:26]1[CH:31]=[CH:30][CH:29]=[CH:28][CH:27]=1)[C:20]1[CH:25]=[CH:24][CH:23]=[CH:22][CH:21]=1.CCCCCC.CCOC(C)=O. Product: [Cl:3][C:4]1[CH:12]=[C:11]2[C:7]([C:8]([I:13])=[N:9][N:10]2[C:19]([C:20]2[CH:25]=[CH:24][CH:23]=[CH:22][CH:21]=2)([C:32]2[CH:33]=[CH:34][CH:35]=[CH:36][CH:37]=2)[C:26]2[CH:27]=[CH:28][CH:29]=[CH:30][CH:31]=2)=[CH:6][C:5]=1[C:14]([O:16][CH3:17])=[O:15]. The catalyst class is: 3. (2) Reactant: [Br:1][C:2]1[CH:25]=[CH:24][C:5]([NH:6][CH:7]=[C:8]([C:22]#[N:23])[C:9]([NH:11][C:12]2[CH:17]=[C:16]([O:18][CH3:19])[C:15]([Cl:20])=[CH:14][C:13]=2[Cl:21])=O)=[CH:4][C:3]=1[O:26][CH3:27].CO.P(Cl)(Cl)(Cl)=O. Product: [Br:1][C:2]1[CH:25]=[C:24]2[C:5](=[CH:4][C:3]=1[O:26][CH3:27])[N:6]=[CH:7][C:8]([C:22]#[N:23])=[C:9]2[NH:11][C:12]1[CH:17]=[C:16]([O:18][CH3:19])[C:15]([Cl:20])=[CH:14][C:13]=1[Cl:21]. The catalyst class is: 10.